The task is: Predict which catalyst facilitates the given reaction.. This data is from Catalyst prediction with 721,799 reactions and 888 catalyst types from USPTO. (1) Reactant: C[O:2][C:3]1[CH:8]=[CH:7][C:6]([C:9]([C:11]([C:13]2[CH:18]=[CH:17][C:16]([O:19]C)=[CH:15][CH:14]=2)=[O:12])=[O:10])=[CH:5][CH:4]=1.Br.O. Product: [OH:2][C:3]1[CH:4]=[CH:5][C:6]([C:9]([C:11]([C:13]2[CH:14]=[CH:15][C:16]([OH:19])=[CH:17][CH:18]=2)=[O:12])=[O:10])=[CH:7][CH:8]=1. The catalyst class is: 15. (2) Reactant: [OH:1][CH2:2][C@:3]1([C:17]([O:19][C:20]([CH3:23])([CH3:22])[CH3:21])=[O:18])[CH2:7][C:6](=[O:8])[N:5]([C@@H:9]([C:11]2[CH:16]=[CH:15][CH:14]=[CH:13][CH:12]=2)[CH3:10])[CH2:4]1.N1C=CN=C1.[Si:29](Cl)([C:32]([CH3:35])([CH3:34])[CH3:33])([CH3:31])[CH3:30].[Cl-].[NH4+]. Product: [Si:29]([O:1][CH2:2][C@:3]1([C:17]([O:19][C:20]([CH3:22])([CH3:21])[CH3:23])=[O:18])[CH2:7][C:6](=[O:8])[N:5]([C@@H:9]([C:11]2[CH:12]=[CH:13][CH:14]=[CH:15][CH:16]=2)[CH3:10])[CH2:4]1)([C:32]([CH3:35])([CH3:34])[CH3:33])([CH3:31])[CH3:30]. The catalyst class is: 9. (3) Reactant: [CH3:1][C:2]1([CH3:29])[CH2:7][CH2:6][CH2:5][N:4]([C:8]2[C:9]([C:22]3[CH:27]=[CH:26][C:25]([F:28])=[CH:24][CH:23]=3)=[N:10][C:11]3[C:16]([N:17]=2)=[CH:15][C:14]([C:18]([O:20]C)=[O:19])=[CH:13][CH:12]=3)[CH2:3]1.CO.[OH-].[Na+]. Product: [CH3:1][C:2]1([CH3:29])[CH2:7][CH2:6][CH2:5][N:4]([C:8]2[C:9]([C:22]3[CH:23]=[CH:24][C:25]([F:28])=[CH:26][CH:27]=3)=[N:10][C:11]3[C:16]([N:17]=2)=[CH:15][C:14]([C:18]([OH:20])=[O:19])=[CH:13][CH:12]=3)[CH2:3]1. The catalyst class is: 6. (4) Reactant: [CH3:1][N:2]1[CH2:6][CH2:5][CH2:4][CH:3]1[C:7]#[N:8].[C:9]1([CH3:20])[CH:14]=[CH:13][C:12]([S:15]([O:18]C)(=[O:17])=[O:16])=[CH:11][CH:10]=1. Product: [C:9]1([CH3:20])[CH:10]=[CH:11][C:12]([S:15]([O-:18])(=[O:16])=[O:17])=[CH:13][CH:14]=1.[C:7]([CH:3]1[CH2:4][CH2:5][CH2:6][N+:2]1([CH3:9])[CH3:1])#[N:8]. The catalyst class is: 10. (5) Reactant: [CH2:1]([N:3]([CH2:37][CH3:38])[CH2:4][CH2:5][CH2:6][NH:7][C:8]1[N:9]=[C:10]([C:27]2[CH:28]=[C:29]([CH:33]=[CH:34][C:35]=2[CH3:36])[C:30](O)=[O:31])[C:11]2[CH:17]=[CH:16][C:15](=[O:18])[N:14]([C:19]3[C:24]([F:25])=[CH:23][CH:22]=[CH:21][C:20]=3[F:26])[C:12]=2[N:13]=1)[CH3:2].CN(C(O[N:47]1N=N[C:49]2C=CC=C[C:48]1=2)=[N+](C)C)C.F[P-](F)(F)(F)(F)F.C(N)C. Product: [CH2:37]([N:3]([CH2:1][CH3:2])[CH2:4][CH2:5][CH2:6][NH:7][C:8]1[N:9]=[C:10]([C:27]2[CH:28]=[C:29]([CH:33]=[CH:34][C:35]=2[CH3:36])[C:30]([NH:47][CH2:48][CH3:49])=[O:31])[C:11]2[CH:17]=[CH:16][C:15](=[O:18])[N:14]([C:19]3[C:20]([F:26])=[CH:21][CH:22]=[CH:23][C:24]=3[F:25])[C:12]=2[N:13]=1)[CH3:38]. The catalyst class is: 168.